The task is: Predict the reactants needed to synthesize the given product.. This data is from Full USPTO retrosynthesis dataset with 1.9M reactions from patents (1976-2016). (1) Given the product [CH2:27]([O:26][C:24]([N:20]1[CH2:21][CH2:22][CH2:23][CH:19]1[C:16]1[CH:17]=[CH:18][C:13]([CH:12]2[CH:39]([C:38]3[CH:41]=[CH:42][C:35]([F:34])=[CH:36][CH:37]=3)[C:44](=[O:45])[C:43]3[C:48]([C:47]([O:51][CH2:52][CH3:53])=[O:50])=[CH:49][CH:4]=[CH:5][C:6]=3[NH:11]2)=[CH:14][CH:15]=1)=[O:25])[C:28]1[CH:29]=[CH:30][CH:31]=[CH:32][CH:33]=1, predict the reactants needed to synthesize it. The reactants are: O=C1C2[C:5](=[C:6](/[N:11]=[CH:12]/[C:13]3[CH:18]=[CH:17][C:16]([CH:19]4[CH2:23][CH2:22][CH2:21][N:20]4[C:24]([O:26][CH2:27][C:28]4[CH:33]=[CH:32][CH:31]=[CH:30][CH:29]=4)=[O:25])=[CH:15][CH:14]=3)C=CC=2)[CH2:4]O1.[F:34][C:35]1[CH:42]=[CH:41][C:38]([CH:39]=O)=[CH:37][CH:36]=1.[CH3:43][CH2:44][O-:45].[Na+].[C:47]([O:51][CH2:52][CH3:53])(=[O:50])[CH2:48][CH3:49]. (2) The reactants are: [CH:1]1([N:7]2[CH2:13][C:12]([CH3:15])([CH3:14])[C:11](=[O:16])[N:10]([CH3:17])[C:9]3[CH:18]=[N:19][C:20]([NH:22][C:23]4[CH:31]=[CH:30][C:26]([C:27]([OH:29])=O)=[CH:25][C:24]=4[O:32][CH3:33])=[N:21][C:8]2=3)[CH2:6][CH2:5][CH2:4][CH2:3][CH2:2]1.[CH3:34][N:35]1[CH2:40][CH2:39][CH:38]([NH2:41])[CH2:37][CH2:36]1.CCN(C(C)C)C(C)C.CN(C(ON1N=NC2C=CC=NC1=2)=[N+](C)C)C.F[P-](F)(F)(F)(F)F. Given the product [CH:1]1([N:7]2[CH2:13][C:12]([CH3:14])([CH3:15])[C:11](=[O:16])[N:10]([CH3:17])[C:9]3[CH:18]=[N:19][C:20]([NH:22][C:23]4[CH:31]=[CH:30][C:26]([C:27]([NH:41][CH:38]5[CH2:39][CH2:40][N:35]([CH3:34])[CH2:36][CH2:37]5)=[O:29])=[CH:25][C:24]=4[O:32][CH3:33])=[N:21][C:8]2=3)[CH2:6][CH2:5][CH2:4][CH2:3][CH2:2]1, predict the reactants needed to synthesize it. (3) Given the product [C:20]([C:17]([C:13]1[CH:12]=[C:11]([CH:16]=[CH:15][CH:14]=1)[C:10]([NH:9][C:4]1[CH:5]=[CH:6][C:7]([CH3:8])=[C:2]([NH:1][C:35]([C:30]2[CH:31]=[C:32]3[C:27](=[CH:28][CH:29]=2)[N:26]=[CH:25][N:24]([CH3:23])[C:33]3=[O:34])=[O:36])[CH:3]=1)=[O:22])([CH3:19])[CH3:18])#[N:21], predict the reactants needed to synthesize it. The reactants are: [NH2:1][C:2]1[CH:3]=[C:4]([NH:9][C:10](=[O:22])[C:11]2[CH:16]=[CH:15][CH:14]=[C:13]([C:17]([C:20]#[N:21])([CH3:19])[CH3:18])[CH:12]=2)[CH:5]=[CH:6][C:7]=1[CH3:8].[CH3:23][N:24]1[C:33](=[O:34])[C:32]2[C:27](=[CH:28][CH:29]=[C:30]([C:35](O)=[O:36])[CH:31]=2)[N:26]=[CH:25]1.C(N(C(C)C)CC)(C)C.CN(C(ON1N=NC2C=CC=NC1=2)=[N+](C)C)C.F[P-](F)(F)(F)(F)F. (4) The reactants are: [CH3:1][O:2][C:3]1[CH:4]=[CH:5][C:6]2[N:11]=[CH:10][C:9](=[O:12])[N:8]([CH2:13][CH2:14][C@H:15]3[CH2:17][O:16]3)[C:7]=2[N:18]=1.[NH:19]1[CH2:24][CH2:23][CH:22]([NH:25][C:26](=[O:32])[O:27][C:28]([CH3:31])([CH3:30])[CH3:29])[CH2:21][CH2:20]1. Given the product [OH:16][C@@H:15]([CH2:14][CH2:13][N:8]1[C:9](=[O:12])[CH:10]=[N:11][C:6]2[CH:5]=[CH:4][C:3]([O:2][CH3:1])=[N:18][C:7]1=2)[CH2:17][N:19]1[CH2:20][CH2:21][CH:22]([NH:25][C:26](=[O:32])[O:27][C:28]([CH3:30])([CH3:29])[CH3:31])[CH2:23][CH2:24]1, predict the reactants needed to synthesize it.